From a dataset of Full USPTO retrosynthesis dataset with 1.9M reactions from patents (1976-2016). Predict the reactants needed to synthesize the given product. The reactants are: [NH2:1][CH2:2]C1C=NC=CC=1.C[C:10]1([CH2:15]N)[CH2:14][S:13][CH:12]=[N:11]1.[F:17][C:18]1([F:37])[CH2:20][CH:19]1[CH2:21][N:22]1[CH2:26][CH2:25][N:24]([C:27]2[S:28][C:29]([C:33]([OH:35])=O)=[C:30]([CH3:32])[N:31]=2)[C:23]1=[O:36]. Given the product [F:37][C:18]1([F:17])[CH2:20][CH:19]1[CH2:21][N:22]1[CH2:26][CH2:25][N:24]([C:27]2[S:28][C:29]([C:33]([NH:1][CH2:2][C:12]3[S:13][CH:14]=[C:10]([CH3:15])[N:11]=3)=[O:35])=[C:30]([CH3:32])[N:31]=2)[C:23]1=[O:36], predict the reactants needed to synthesize it.